Dataset: Full USPTO retrosynthesis dataset with 1.9M reactions from patents (1976-2016). Task: Predict the reactants needed to synthesize the given product. (1) Given the product [CH:1]1[N:5]=[CH:4][N:3]([CH2:6][C:7]([P:9]([OH:12])([OH:11])=[O:10])([P:13]([OH:15])([OH:16])=[O:14])[OH:8])[CH:2]=1.[P:17]([O-:21])([O-:20])([O-:19])=[O:18], predict the reactants needed to synthesize it. The reactants are: [CH:1]1[N:5]=[CH:4][N:3]([CH2:6][C:7]([P:13]([OH:16])([OH:15])=[O:14])([P:9]([OH:12])([OH:11])=[O:10])[OH:8])[CH:2]=1.[P:17]([O-:21])([O-:20])([O-:19])=[O:18].[Na+].[Na+].[Na+].O.O.[Cl-].[Ca+2].[Cl-].C1N=CN(CC(P(O)(O)=O)(P(O)(O)=O)O)C=1.P([O-])([O-])([O-])=O.[Cl-].[Ca+2].[Cl-].[Cl-].[Na+].[OH-].[Na+].C1N=CN(CC(P(O)(O)=O)(P(O)(O)=O)O)C=1.P([O-])([O-])([O-])=O.[Ca+2].P([O-])([O-])([O-])=O.[Ca+2].[Ca+2]. (2) Given the product [C:1]12([CH2:8][O:9][C:10]3[CH:11]=[C:12]([C:16]4[C:24]5[C:23]([NH2:25])=[N:22][CH:21]=[N:20][C:19]=5[N:18]([CH:26]5[CH2:31][CH2:30][N:29]([CH2:37][CH2:36][S:33]([CH3:32])(=[O:35])=[O:34])[CH2:28][CH2:27]5)[CH:17]=4)[CH:13]=[CH:14][CH:15]=3)[O:7][CH:4]([CH2:5][CH2:6]1)[CH2:3][CH2:2]2, predict the reactants needed to synthesize it. The reactants are: [C:1]12([CH2:8][O:9][C:10]3[CH:11]=[C:12]([C:16]4[C:24]5[C:23]([NH2:25])=[N:22][CH:21]=[N:20][C:19]=5[N:18]([CH:26]5[CH2:31][CH2:30][NH:29][CH2:28][CH2:27]5)[CH:17]=4)[CH:13]=[CH:14][CH:15]=3)[O:7][CH:4]([CH2:5][CH2:6]1)[CH2:3][CH2:2]2.[CH3:32][S:33]([CH:36]=[CH2:37])(=[O:35])=[O:34].C(N(CC)CC)C.